This data is from Full USPTO retrosynthesis dataset with 1.9M reactions from patents (1976-2016). The task is: Predict the reactants needed to synthesize the given product. (1) Given the product [ClH:1].[Cl:1][C:2]1[CH:3]=[CH:4][C:5]([CH2:6][C:7]2[N:11]=[C:10]([O:12][C:13]3[C:18]([CH3:19])=[CH:17][C:16]([N:20]=[CH:21][N:22]([CH2:24][CH3:25])[CH3:23])=[C:15]([CH3:26])[CH:14]=3)[S:9][N:8]=2)=[CH:27][CH:28]=1, predict the reactants needed to synthesize it. The reactants are: [Cl:1][C:2]1[CH:28]=[CH:27][C:5]([CH2:6][C:7]2[N:11]=[C:10]([O:12][C:13]3[C:18]([CH3:19])=[CH:17][C:16]([N:20]=[CH:21][N:22]([CH2:24][CH3:25])[CH3:23])=[C:15]([CH3:26])[CH:14]=3)[S:9][N:8]=2)=[CH:4][CH:3]=1.Cl.O1CCOCC1. (2) Given the product [CH:1]1[CH:2]=[C:3]([N:9]2[CH2:14][CH2:13][N:12]([CH2:15][CH2:16][CH2:17][CH2:18][O:19][C:20]3[CH:21]=[CH:22][C:23]4[CH2:30][CH2:29][C:27](=[O:28])[NH:26][C:24]=4[CH:25]=3)[CH2:11][CH2:10]2)[C:4]([Cl:8])=[C:5]([Cl:7])[CH:6]=1.[C:31]([OH:40])(=[O:39])[C:32]1[C:33](=[CH:35][CH:36]=[CH:37][CH:38]=1)[OH:34], predict the reactants needed to synthesize it. The reactants are: [CH:1]1[CH:2]=[C:3]([N:9]2[CH2:14][CH2:13][N:12]([CH2:15][CH2:16][CH2:17][CH2:18][O:19][C:20]3[CH:21]=[CH:22][C:23]4[CH2:30][CH2:29][C:27](=[O:28])[NH:26][C:24]=4[CH:25]=3)[CH2:11][CH2:10]2)[C:4]([Cl:8])=[C:5]([Cl:7])[CH:6]=1.[C:31]([OH:40])(=[O:39])[C:32]1[C:33](=[CH:35][CH:36]=[CH:37][CH:38]=1)[OH:34].C(O)C.CS(C)=O. (3) Given the product [NH2:17][C:14]1[CH:13]=[CH:12][C:11]([C:6]2[CH:7]=[CH:8][C:9]3[N:4]([N:3]=[C:2]([NH2:1])[N:10]=3)[N:5]=2)=[CH:16][CH:15]=1, predict the reactants needed to synthesize it. The reactants are: [NH2:1][C:2]1[N:10]=[C:9]2[N:4]([N:5]=[C:6]([C:11]3[CH:16]=[CH:15][C:14]([NH:17]C(=O)OC(C)(C)C)=[CH:13][CH:12]=3)[CH:7]=[CH:8]2)[N:3]=1.C(O)(C(F)(F)F)=O. (4) Given the product [Br:1][C:2]1[C:3]([S:22][C:24]2[CH:31]=[N:30][CH:29]=[C:28]([Cl:32])[C:25]=2[C:26]#[N:27])=[CH:4][C:5]([NH:8][C:9]2[S:10][CH:11]=[C:12]([CH2:14][CH2:15][C:16]3[CH:17]=[CH:18][CH:19]=[CH:20][CH:21]=3)[N:13]=2)=[N:6][CH:7]=1, predict the reactants needed to synthesize it. The reactants are: [Br:1][C:2]1[C:3]([SH:22])=[CH:4][C:5]([NH:8][C:9]2[S:10][CH:11]=[C:12]([CH2:14][CH2:15][C:16]3[CH:21]=[CH:20][CH:19]=[CH:18][CH:17]=3)[N:13]=2)=[N:6][CH:7]=1.Cl[C:24]1[CH:31]=[N:30][CH:29]=[C:28]([Cl:32])[C:25]=1[C:26]#[N:27].C([O-])([O-])=O.[Cs+].[Cs+]. (5) Given the product [Cl:1][C:2]1[C:3]([C:9]2[C:10]([C:19]3[CH:24]=[CH:23][C:22]([Cl:25])=[C:21]([O:26][CH2:29][CH2:30][CH2:31][N:32]([CH3:34])[CH3:33])[CH:20]=3)=[N:11][C:12]([C:15]([O:17][CH3:18])=[O:16])=[CH:13][CH:14]=2)=[N:4][CH:5]=[C:6]([Cl:8])[CH:7]=1, predict the reactants needed to synthesize it. The reactants are: [Cl:1][C:2]1[C:3]([C:9]2[C:10]([C:19]3[CH:24]=[CH:23][C:22]([Cl:25])=[C:21]([OH:26])[CH:20]=3)=[N:11][C:12]([C:15]([O:17][CH3:18])=[O:16])=[CH:13][CH:14]=2)=[N:4][CH:5]=[C:6]([Cl:8])[CH:7]=1.Cl.Cl[CH2:29][CH2:30][CH2:31][N:32]([CH3:34])[CH3:33].C(=O)([O-])[O-].[Cs+].[Cs+]. (6) Given the product [CH3:1][N:23]1[C:22]2[CH:28]=[C:18]([N+:15]([O-:17])=[O:16])[CH:19]=[CH:20][C:21]=2[O:27][CH2:26][CH2:25][CH2:24]1, predict the reactants needed to synthesize it. The reactants are: [C:1](O[BH-](OC(=O)C)OC(=O)C)(=O)C.[Na+].[N+:15]([C:18]1[CH:19]=[CH:20][C:21]2[O:27][CH2:26][CH2:25][CH2:24][NH:23][C:22]=2[CH:28]=1)([O-:17])=[O:16].C(O)(=O)C.C=O. (7) Given the product [OH:1][C@@H:2]([C@H:4]1[C:24](=[O:25])[N:6]2[C:7]([C:21]([O:23][CH2:36][O:35][C:33]([O:32][CH2:27][CH2:28][CH2:29][CH2:30][CH3:31])=[O:34])=[O:22])=[C:8]([S:11]/[CH:12]=[CH:13]\[C:14]3[S:18][CH:17]=[N:16][C:15]=3[CH2:19][OH:20])[C@H:9]([CH3:10])[C@H:5]12)[CH3:3], predict the reactants needed to synthesize it. The reactants are: [OH:1][C@@H:2]([C@H:4]1[C:24](=[O:25])[N:6]2[C:7]([C:21]([O-:23])=[O:22])=[C:8]([S:11]/[CH:12]=[CH:13]\[C:14]3[S:18][CH:17]=[N:16][C:15]=3[CH2:19][OH:20])[C@H:9]([CH3:10])[C@H:5]12)[CH3:3].[Na+].[CH2:27]([O:32][C:33]([O:35][CH2:36]I)=[O:34])[CH2:28][CH2:29][CH2:30][CH3:31].